The task is: Regression. Given two drug SMILES strings and cell line genomic features, predict the synergy score measuring deviation from expected non-interaction effect.. This data is from Merck oncology drug combination screen with 23,052 pairs across 39 cell lines. Synergy scores: synergy=-11.1. Drug 1: COc1cccc2c1C(=O)c1c(O)c3c(c(O)c1C2=O)CC(O)(C(=O)CO)CC3OC1CC(N)C(O)C(C)O1. Cell line: A427. Drug 2: O=C(CCCCCCC(=O)Nc1ccccc1)NO.